This data is from Full USPTO retrosynthesis dataset with 1.9M reactions from patents (1976-2016). The task is: Predict the reactants needed to synthesize the given product. (1) The reactants are: [CH2:1]([O:8][C:9]1[CH:10]=[C:11]([NH2:15])[CH:12]=[CH:13][CH:14]=1)[C:2]1[CH:7]=[CH:6][CH:5]=[CH:4][CH:3]=1.CCN(C(C)C)C(C)C.[CH3:25][S:26]([C:29]1[S:33][C:32]([C:34](Cl)=[O:35])=[C:31]2[CH2:37][C:38]([CH3:43])([CH3:42])[CH2:39][C:40](=[O:41])[C:30]=12)(=[O:28])=[O:27]. Given the product [CH2:1]([O:8][C:9]1[CH:10]=[C:11]([NH:15][C:34]([C:32]2[S:33][C:29]([S:26]([CH3:25])(=[O:27])=[O:28])=[C:30]3[C:40](=[O:41])[CH2:39][C:38]([CH3:43])([CH3:42])[CH2:37][C:31]=23)=[O:35])[CH:12]=[CH:13][CH:14]=1)[C:2]1[CH:3]=[CH:4][CH:5]=[CH:6][CH:7]=1, predict the reactants needed to synthesize it. (2) Given the product [F:17][C:13]1[C:12]2[C:11]3[C:16](=[CH:15][CH:14]=1)[NH:8][C:9](=[O:34])[C:10]=3[C:20]([C:22]1[NH:23][CH:24]=[CH:25][CH:26]=1)=[CH:19][C:18]=2[N:45]1[CH2:46][CH2:47][CH2:48][CH:43]([OH:42])[CH2:44]1, predict the reactants needed to synthesize it. The reactants are: C(OC([N:8]1[C:16]2[C:11](=[C:12]([C:18]#[C:19][C:20]([C:22]3[N:23](C(OC(C)(C)C)=O)[CH:24]=[CH:25][CH:26]=3)=O)[C:13]([F:17])=[CH:14][CH:15]=2)[CH:10]=[C:9]1[O:34]C(OC(C)(C)C)=O)=O)(C)(C)C.[OH:42][CH:43]1[CH2:48][CH2:47][CH2:46][NH:45][CH2:44]1.[H-].[Na+].C(OCC)(=O)C. (3) Given the product [CH3:1][O:2][C:3](=[O:22])[CH:4]([C:8]1[CH:13]=[CH:12][C:11]([O:14][CH2:15][C:16]2[CH:21]=[CH:20][CH:19]=[CH:18][CH:17]=2)=[CH:10][CH:9]=1)[CH2:5][CH:6]=[O:23], predict the reactants needed to synthesize it. The reactants are: [CH3:1][O:2][C:3](=[O:22])[CH:4]([C:8]1[CH:13]=[CH:12][C:11]([O:14][CH2:15][C:16]2[CH:21]=[CH:20][CH:19]=[CH:18][CH:17]=2)=[CH:10][CH:9]=1)[CH2:5][CH:6]=C.[O:23]=[O+][O-].C(O)(=O)C.C(=O)(O)[O-].[Na+]. (4) The reactants are: CS([O:5][CH:6]1[CH2:9][N:8]([C:10]2[N:19]=[CH:18][C:17]([C:20]([F:23])([F:22])[F:21])=[CH:16][C:11]=2[C:12]([O:14][CH3:15])=[O:13])[CH2:7]1)(=O)=O.O[C:25]1[CH:30]=[CH:29][CH:28]=[C:27]([C:31]([F:34])([F:33])[F:32])[N:26]=1. Given the product [F:21][C:20]([F:23])([F:22])[C:17]1[CH:18]=[N:19][C:10]([N:8]2[CH2:9][CH:6]([O:5][C:25]3[CH:30]=[CH:29][CH:28]=[C:27]([C:31]([F:34])([F:33])[F:32])[N:26]=3)[CH2:7]2)=[C:11]([CH:16]=1)[C:12]([O:14][CH3:15])=[O:13], predict the reactants needed to synthesize it. (5) Given the product [N:27]1([CH2:33][CH2:34][NH:35][C:18]([CH:15]2[CH2:16][CH2:17][CH:12]([NH:11][C:9]3[CH:10]=[C:2]([CH3:1])[CH:3]=[C:4]4[C:8]=3[NH:7][C:6]([C:21]3[CH:22]=[CH:23][CH:24]=[CH:25][CH:26]=3)=[CH:5]4)[CH2:13][CH2:14]2)=[O:20])[CH2:32][CH2:31][O:30][CH2:29][CH2:28]1, predict the reactants needed to synthesize it. The reactants are: [CH3:1][C:2]1[CH:3]=[C:4]2[C:8](=[C:9]([NH:11][CH:12]3[CH2:17][CH2:16][CH:15]([C:18]([OH:20])=O)[CH2:14][CH2:13]3)[CH:10]=1)[NH:7][C:6]([C:21]1[CH:26]=[CH:25][CH:24]=[CH:23][CH:22]=1)=[CH:5]2.[N:27]1([CH2:33][CH2:34][NH2:35])[CH2:32][CH2:31][O:30][CH2:29][CH2:28]1.C(Cl)CCl.C1C=CC2N(O)N=NC=2C=1.[Cl-].[Na+]. (6) Given the product [CH3:10][C:7]1[N:8]=[N:9][N:5]([CH2:4][C:3]2[CH:11]=[C:12]([C:15]([F:18])([F:17])[F:16])[CH:13]=[CH:14][C:2]=2/[CH:50]=[CH:49]/[C:48]([O:52][CH2:53][CH3:54])=[O:51])[N:6]=1, predict the reactants needed to synthesize it. The reactants are: Br[C:2]1[CH:14]=[CH:13][C:12]([C:15]([F:18])([F:17])[F:16])=[CH:11][C:3]=1[CH2:4][N:5]1[N:9]=[N:8][C:7]([CH3:10])=[N:6]1.C1(C)C=CC=CC=1P(C1C=CC=CC=1C)C1C=CC=CC=1C.C(N(CC)CC)C.[C:48]([O:52][CH2:53][CH3:54])(=[O:51])[CH:49]=[CH2:50].